This data is from HIV replication inhibition screening data with 41,000+ compounds from the AIDS Antiviral Screen. The task is: Binary Classification. Given a drug SMILES string, predict its activity (active/inactive) in a high-throughput screening assay against a specified biological target. (1) The compound is N=c1[nH]c(=O)c2nn(-c3ccc(C(=O)O)cc3)nc2[nH]1. The result is 0 (inactive). (2) The compound is Cc1nc2ccccc2c(=O)n1NC(=S)Nc1ccccc1. The result is 0 (inactive). (3) The drug is CNC(=O)N(C)C(=O)c1ccccc1C(=O)N(C)C(=O)NC. The result is 0 (inactive). (4) The compound is O=C(O)CSSCC(=O)O. The result is 0 (inactive).